Dataset: Full USPTO retrosynthesis dataset with 1.9M reactions from patents (1976-2016). Task: Predict the reactants needed to synthesize the given product. (1) Given the product [NH2:1][C:2]1[CH:9]=[C:8]([N:18]2[CH2:19][CH2:20][C:15]3([CH2:11][N:12]([C:21]([O:23][C:24]([CH3:25])([CH3:26])[CH3:27])=[O:22])[CH2:13][CH2:14]3)[CH2:16][CH2:17]2)[C:5]([C:6]#[N:7])=[CH:4][N:3]=1, predict the reactants needed to synthesize it. The reactants are: [NH2:1][C:2]1[CH:9]=[C:8](Cl)[C:5]([C:6]#[N:7])=[CH:4][N:3]=1.[CH2:11]1[C:15]2([CH2:20][CH2:19][NH:18][CH2:17][CH2:16]2)[CH2:14][CH2:13][N:12]1[C:21]([O:23][C:24]([CH3:27])([CH3:26])[CH3:25])=[O:22]. (2) Given the product [Cl:1][C:2]1[CH:7]=[CH:6][C:5]([C:8]([N:13]2[C:21]3[C:16](=[C:17]([NH:22][C:23](=[O:29])[O:24][C:25]([CH3:28])([CH3:27])[CH3:26])[CH:18]=[CH:19][CH:20]=3)[CH:15]=[CH:14]2)([CH2:11][CH3:12])[C:9]#[CH:32])=[CH:4][CH:3]=1, predict the reactants needed to synthesize it. The reactants are: [Cl:1][C:2]1[CH:7]=[CH:6][C:5]([C:8]([N:13]2[C:21]3[C:16](=[C:17]([NH:22][C:23](=[O:29])[O:24][C:25]([CH3:28])([CH3:27])[CH3:26])[CH:18]=[CH:19][CH:20]=3)[CH:15]=[CH:14]2)([CH2:11][CH3:12])[CH:9]=O)=[CH:4][CH:3]=1.[N+](=[C:32](P(=O)(OC)OC)C(=O)C)=[N-].